From a dataset of Forward reaction prediction with 1.9M reactions from USPTO patents (1976-2016). Predict the product of the given reaction. (1) Given the reactants [OH:1][C:2]1[CH:9]=[CH:8][CH:7]=[CH:6][C:3]=1[CH:4]=O.[S:10]1[CH2:16][C:14](=[O:15])[NH:13][C:11]1=S.[NH:17]1[CH2:21][CH2:20][C@H:19]([OH:22])[CH2:18]1, predict the reaction product. The product is: [OH:1][C:2]1[CH:9]=[CH:8][CH:7]=[CH:6][C:3]=1/[CH:4]=[C:16]1/[C:14](=[O:15])[N:13]=[C:11]([N:17]2[CH2:21][CH2:20][C@H:19]([OH:22])[CH2:18]2)[S:10]/1. (2) Given the reactants [CH2:1]([O:3][C:4](=[O:16])[CH2:5][CH2:6][CH2:7][O:8][C:9]1[CH:10]=[N:11][C:12](Br)=[CH:13][CH:14]=1)[CH3:2].[OH:17][C:18]1[CH:19]=[C:20](B(O)O)[CH:21]=[CH:22][CH:23]=1.C([O-])([O-])=O.[Na+].[Na+].N#N, predict the reaction product. The product is: [CH2:1]([O:3][C:4](=[O:16])[CH2:5][CH2:6][CH2:7][O:8][C:9]1[CH:10]=[N:11][C:12]([C:22]2[CH:21]=[CH:20][CH:19]=[C:18]([OH:17])[CH:23]=2)=[CH:13][CH:14]=1)[CH3:2]. (3) Given the reactants [Cl:1][C:2]1[CH:7]=[CH:6][C:5]([C:8]2[N:13]=[CH:12][N:11]=[C:10]([OH:14])[CH:9]=2)=[C:4]([N:15]2[CH:19]=[C:18]([C:20]([F:23])([F:22])[F:21])[N:17]=[N:16]2)[CH:3]=1.N[C@@H:25]1[C:41]2[CH:42]=[C:37]([CH:38]=[CH:39][N:40]=2)[C:36]2[N:35]([CH:43]([F:45])[F:44])[N:34]=[CH:33][C:32]=2[NH:31][C:30](=[O:46])[C@H:29]([CH3:47])[CH2:28][CH2:27][CH2:26]1, predict the reaction product. The product is: [Cl:1][C:2]1[CH:7]=[CH:6][C:5]([C:8]2[N:13]=[CH:12][N:11]([C@@H:25]3[C:41]4[CH:42]=[C:37]([CH:38]=[CH:39][N:40]=4)[C:36]4[N:35]([CH:43]([F:44])[F:45])[N:34]=[CH:33][C:32]=4[NH:31][C:30](=[O:46])[C@H:29]([CH3:47])[CH2:28][CH2:27][CH2:26]3)[C:10](=[O:14])[CH:9]=2)=[C:4]([N:15]2[CH:19]=[C:18]([C:20]([F:23])([F:21])[F:22])[N:17]=[N:16]2)[CH:3]=1. (4) The product is: [N:1]1([CH:6]2[CH2:11][CH2:10][N:9]([CH2:12][C:13]3[C:14]([O:25][CH3:26])=[N:15][C:16]4[C:21]([C:22]=3[Cl:23])=[CH:20][C:19]([C:27]([OH:34])([C:28]3[CH:33]=[CH:32][CH:31]=[CH:30][CH:29]=3)[CH:35]3[CH2:40][CH2:39][N:38]([C:41](=[O:43])[CH3:42])[CH2:37][CH2:36]3)=[CH:18][CH:17]=4)[CH2:8][CH2:7]2)[CH:5]=[CH:4][CH:3]=[N:2]1. Given the reactants [N:1]1([CH:6]2[CH2:11][CH2:10][N:9]([CH2:12][C:13]3[C:14]([O:25][CH3:26])=[N:15][C:16]4[C:21]([C:22]=3[Cl:23])=[CH:20][C:19](Br)=[CH:18][CH:17]=4)[CH2:8][CH2:7]2)[CH:5]=[CH:4][CH:3]=[N:2]1.[C:27]([CH:35]1[CH2:40][CH2:39][N:38]([C:41](=[O:43])[CH3:42])[CH2:37][CH2:36]1)(=[O:34])[C:28]1[CH:33]=[CH:32][CH:31]=[CH:30][CH:29]=1, predict the reaction product. (5) Given the reactants [OH:1][C:2]([CH3:35])([CH3:34])[CH2:3][C@@:4]1([C:28]2[CH:33]=[CH:32][CH:31]=[CH:30][CH:29]=2)[O:9][C:8](=[O:10])[N:7]([C@H:11]([C:13]2[CH:18]=[CH:17][C:16](B3OC(C)(C)C(C)(C)O3)=[CH:15][CH:14]=2)[CH3:12])[CH2:6][CH2:5]1.[CH2:36]([O:38][C:39]([C:41]1([C:44]2[CH:49]=[C:48](Br)[CH:47]=[CH:46][N:45]=2)[CH2:43][CH2:42]1)=[O:40])[CH3:37], predict the reaction product. The product is: [CH2:36]([O:38][C:39]([C:41]1([C:44]2[CH:49]=[C:48]([C:16]3[CH:15]=[CH:14][C:13]([C@@H:11]([N:7]4[CH2:6][CH2:5][C@:4]([CH2:3][C:2]([OH:1])([CH3:34])[CH3:35])([C:28]5[CH:33]=[CH:32][CH:31]=[CH:30][CH:29]=5)[O:9][C:8]4=[O:10])[CH3:12])=[CH:18][CH:17]=3)[CH:47]=[CH:46][N:45]=2)[CH2:43][CH2:42]1)=[O:40])[CH3:37]. (6) Given the reactants [CH2:1]([O:8][C:9]1[C:41]([CH3:42])=[CH:40][C:12]([CH2:13][C@@H:14]([CH2:19][C:20](=[O:39])[N:21]2[CH2:26][CH2:25][CH:24]([N:27]3[CH2:33][CH2:32][C:31]4[CH:34]=[CH:35][CH:36]=[CH:37][C:30]=4[NH:29][C:28]3=[O:38])[CH2:23][CH2:22]2)[C:15]([O:17]C)=[O:16])=[CH:11][C:10]=1[O:43][CH3:44])[C:2]1[CH:7]=[CH:6][CH:5]=[CH:4][CH:3]=1.[Li+].[OH-], predict the reaction product. The product is: [CH2:1]([O:8][C:9]1[C:41]([CH3:42])=[CH:40][C:12]([CH2:13][C@@H:14]([CH2:19][C:20](=[O:39])[N:21]2[CH2:22][CH2:23][CH:24]([N:27]3[CH2:33][CH2:32][C:31]4[CH:34]=[CH:35][CH:36]=[CH:37][C:30]=4[NH:29][C:28]3=[O:38])[CH2:25][CH2:26]2)[C:15]([OH:17])=[O:16])=[CH:11][C:10]=1[O:43][CH3:44])[C:2]1[CH:7]=[CH:6][CH:5]=[CH:4][CH:3]=1.